Predict the product of the given reaction. From a dataset of Forward reaction prediction with 1.9M reactions from USPTO patents (1976-2016). (1) The product is: [OH:8][N:9]1[C:15](=[O:16])[N:14]2[CH2:17][C@H:10]1[CH2:11][CH2:12][C@H:13]2[C:18]([NH:20][O:21][C@H:22]1[CH2:26][CH2:25][N:24]([C:27]([NH:36][C:37](=[O:43])[O:38][C:39]([CH3:42])([CH3:41])[CH3:40])=[N:28][C:29](=[O:35])[O:30][C:31]([CH3:33])([CH3:34])[CH3:32])[CH2:23]1)=[O:19]. Given the reactants C([O:8][N:9]1[C:15](=[O:16])[N:14]2[CH2:17][C@H:10]1[CH2:11][CH2:12][C@H:13]2[C:18]([NH:20][O:21][C@H:22]1[CH2:26][CH2:25][N:24]([C:27]([NH:36][C:37](=[O:43])[O:38][C:39]([CH3:42])([CH3:41])[CH3:40])=[N:28][C:29](=[O:35])[O:30][C:31]([CH3:34])([CH3:33])[CH3:32])[CH2:23]1)=[O:19])C1C=CC=CC=1, predict the reaction product. (2) Given the reactants C[Al](C)C.C1(C)C=CC=CC=1.[Cl-].[NH4+:13].[F:14][C:15]1[CH:16]=[C:17]([CH:20]=[CH:21][C:22]=1[F:23])[C:18]#[N:19], predict the reaction product. The product is: [F:14][C:15]1[CH:16]=[C:17]([C:18](=[NH:13])[NH2:19])[CH:20]=[CH:21][C:22]=1[F:23].